This data is from Full USPTO retrosynthesis dataset with 1.9M reactions from patents (1976-2016). The task is: Predict the reactants needed to synthesize the given product. (1) Given the product [Cl:8][C:6]1[CH:5]=[C:4]([C:9]2([C:31]([F:33])([F:32])[F:34])[O:13][N:12]=[C:11]([C:14]3[CH:29]=[CH:28][C:17]([C:18]([N:20]([CH3:37])[CH2:21][C:22]4[CH:27]=[CH:26][CH:25]=[CH:24][N:23]=4)=[O:19])=[C:16]([CH3:30])[CH:15]=3)[CH2:10]2)[CH:3]=[C:2]([Cl:1])[CH:7]=1, predict the reactants needed to synthesize it. The reactants are: [Cl:1][C:2]1[CH:3]=[C:4]([C:9]2([C:31]([F:34])([F:33])[F:32])[O:13][N:12]=[C:11]([C:14]3[CH:29]=[CH:28][C:17]([C:18]([NH:20][CH2:21][C:22]4[CH:27]=[CH:26][CH:25]=[CH:24][N:23]=4)=[O:19])=[C:16]([CH3:30])[CH:15]=3)[CH2:10]2)[CH:5]=[C:6]([Cl:8])[CH:7]=1.[H-].[Na+].[CH3:37]I. (2) Given the product [Cl:3][C:18]1[C:17]2[C:12](=[CH:13][CH:14]=[CH:15][N:16]=2)[N:11]=[CH:10][C:9]=1[N+:6]([O-:8])=[O:7], predict the reactants needed to synthesize it. The reactants are: P(Cl)(Cl)([Cl:3])=O.[N+:6]([C:9]1[CH:10]=[N:11][C:12]2[C:17]([C:18]=1O)=[N:16][CH:15]=[CH:14][CH:13]=2)([O-:8])=[O:7].